The task is: Predict the product of the given reaction.. This data is from Forward reaction prediction with 1.9M reactions from USPTO patents (1976-2016). Given the reactants [F:1][CH:2]([F:21])[C:3]1[S:7][C:6]([C:8]([O:10]C)=[O:9])=[CH:5][C:4]=1[C:12]1[N:16]2[N:17]=[CH:18][CH:19]=[CH:20][C:15]2=[N:14][CH:13]=1.[OH-].[Na+].Cl, predict the reaction product. The product is: [F:21][CH:2]([F:1])[C:3]1[S:7][C:6]([C:8]([OH:10])=[O:9])=[CH:5][C:4]=1[C:12]1[N:16]2[N:17]=[CH:18][CH:19]=[CH:20][C:15]2=[N:14][CH:13]=1.